From a dataset of Forward reaction prediction with 1.9M reactions from USPTO patents (1976-2016). Predict the product of the given reaction. (1) Given the reactants [Cl:1][C:2]1[CH:3]=[C:4]([CH:7]=[CH:8][CH:9]=1)[CH2:5]Cl.C([O-])([O-])=O.[K+].[K+].[F:16][C:17]1[CH:18]=[C:19]2[C:23](=[CH:24][CH:25]=1)[NH:22][C:21]([CH3:26])=[C:20]2[C:27]1[C:32]2[CH:33]=[CH:34][CH:35]=[CH:36][C:31]=2[S:30](=[O:38])(=[O:37])[NH:29][N:28]=1.Br[CH2:40][C:41]([O:43][C:44]([CH3:47])([CH3:46])[CH3:45])=[O:42], predict the reaction product. The product is: [C:44]([O:43][C:41](=[O:42])[CH2:40][N:22]1[C:23]2[C:19](=[CH:18][C:17]([F:16])=[CH:25][CH:24]=2)[C:20]([C:27]2[C:32]3[CH:33]=[CH:34][CH:35]=[CH:36][C:31]=3[S:30](=[O:37])(=[O:38])[N:29]([CH2:5][C:4]3[CH:7]=[CH:8][CH:9]=[C:2]([Cl:1])[CH:3]=3)[N:28]=2)=[C:21]1[CH3:26])([CH3:47])([CH3:46])[CH3:45]. (2) Given the reactants [CH3:1][O:2][C:3](=[O:37])[C:4]([C:16]1[CH:21]=[CH:20][C:19]([O:22][C:23]2[CH:28]=[CH:27][C:26]([CH:29]=[C:30]3[S:34][C:33](=[O:35])[NH:32][C:31]3=[O:36])=[CH:25][CH:24]=2)=[CH:18][CH:17]=1)=[CH:5][C:6]1[CH:11]=[C:10]([O:12][CH3:13])[CH:9]=[C:8]([O:14][CH3:15])[CH:7]=1.C([O-])=O.[NH4+], predict the reaction product. The product is: [CH3:1][O:2][C:3](=[O:37])[C:4]([C:16]1[CH:21]=[CH:20][C:19]([O:22][C:23]2[CH:28]=[CH:27][C:26]([CH2:29][CH:30]3[S:34][C:33](=[O:35])[NH:32][C:31]3=[O:36])=[CH:25][CH:24]=2)=[CH:18][CH:17]=1)=[CH:5][C:6]1[CH:11]=[C:10]([O:12][CH3:13])[CH:9]=[C:8]([O:14][CH3:15])[CH:7]=1. (3) Given the reactants Br[C:2]1[CH:7]=[CH:6][C:5]([C:8]([F:11])([F:10])[F:9])=[CH:4][CH:3]=1.[Mg].Br[C:14]1[CH:15]=[N:16][CH:17]=[CH:18][CH:19]=1.Cl, predict the reaction product. The product is: [F:9][C:8]([F:11])([F:10])[C:5]1[CH:6]=[CH:7][C:2]([C:14]2[CH:15]=[N:16][CH:17]=[CH:18][CH:19]=2)=[CH:3][CH:4]=1. (4) Given the reactants [O:1]=[C:2]1[N:10]([CH2:11][CH2:12][CH3:13])[C:9]2[N:8]=[C:7]([C:14]34[CH2:21][C:18]([C:22](O)=[O:23])([CH2:19][CH2:20]3)[CH2:17][CH2:16][CH2:15]4)[NH:6][C:5]=2[C:4](=[O:25])[N:3]1[CH2:26][CH2:27][CH3:28].C(N(CC)CC)C.C(OCC)(=O)C.Cl, predict the reaction product. The product is: [O:1]=[C:2]1[N:10]([CH2:11][CH2:12][CH3:13])[C:9]2[N:8]=[C:7]([C:14]34[CH2:15][CH2:16][C:18]([CH:22]=[O:23])([CH2:17][CH2:21]3)[CH2:19][CH2:20]4)[NH:6][C:5]=2[C:4](=[O:25])[N:3]1[CH2:26][CH2:27][CH3:28]. (5) Given the reactants [F:1][C:2]([F:13])([F:12])[C:3]1[CH:8]=[CH:7][C:6]([C:9](Cl)=[O:10])=[CH:5][CH:4]=1.[NH2:14][C:15]1[CH:20]=[CH:19][C:18]([C:21]2[C:29]3[C:24](=[N:25][CH:26]=[N:27][C:28]=3[NH2:30])[N:23]([CH:31]3[CH2:36][CH2:35][N:34]([CH3:37])[CH2:33][CH2:32]3)[N:22]=2)=[CH:17][C:16]=1[O:38][CH3:39], predict the reaction product. The product is: [NH2:30][C:28]1[N:27]=[CH:26][N:25]=[C:24]2[N:23]([CH:31]3[CH2:36][CH2:35][N:34]([CH3:37])[CH2:33][CH2:32]3)[N:22]=[C:21]([C:18]3[CH:19]=[CH:20][C:15]([NH:14][C:9](=[O:10])[C:6]4[CH:7]=[CH:8][C:3]([C:2]([F:13])([F:12])[F:1])=[CH:4][CH:5]=4)=[C:16]([O:38][CH3:39])[CH:17]=3)[C:29]=12. (6) Given the reactants [F:1][C:2]([F:38])([C:30]1[C:35]([F:36])=[CH:34][C:33]([CH3:37])=[CH:32][N:31]=1)[CH2:3][N:4]1[CH2:9][CH2:8][CH:7]([NH:10][C:11]2[N:16]=[CH:15][N:14]=[C:13]3[N:17](S(C4C=CC(C)=CC=4)(=O)=O)N=C[C:12]=23)[CH2:6][CH2:5]1.[OH-].[Na+].[CH2:41]1COC[CH2:42]1, predict the reaction product. The product is: [F:38][C:2]([F:1])([C:30]1[C:35]([F:36])=[CH:34][C:33]([CH3:37])=[CH:32][N:31]=1)[CH2:3][N:4]1[CH2:9][CH2:8][CH:7]([NH:10][C:11]2[C:12]3[CH:42]=[CH:41][NH:17][C:13]=3[N:14]=[CH:15][N:16]=2)[CH2:6][CH2:5]1. (7) Given the reactants [F:1][C:2]1[CH:8]=[CH:7][C:5]([NH2:6])=[CH:4][C:3]=1[O:9][CH3:10].Cl[C:12](OC1C=CC([N+]([O-])=O)=CC=1)=[O:13].C(N(C(C)C)CC)(C)C.[Cl:33][C:34]1[CH:43]=[C:42]2[C:37]([C:38]([N:45]3[CH2:50][CH2:49][NH:48][CH2:47][CH2:46]3)=[CH:39][C:40]([NH2:44])=[N:41]2)=[CH:36][CH:35]=1, predict the reaction product. The product is: [NH2:44][C:40]1[CH:39]=[C:38]([N:45]2[CH2:50][CH2:49][N:48]([C:12]([NH:6][C:5]3[CH:7]=[CH:8][C:2]([F:1])=[C:3]([O:9][CH3:10])[CH:4]=3)=[O:13])[CH2:47][CH2:46]2)[C:37]2[C:42](=[CH:43][C:34]([Cl:33])=[CH:35][CH:36]=2)[N:41]=1. (8) Given the reactants [CH3:1][O:2][C:3]([CH:5]1[CH2:10][CH2:9][CH:8]([C:11](O)=[O:12])[CH2:7][N:6]1[S:14]([CH3:17])(=[O:16])=[O:15])=[O:4].B, predict the reaction product. The product is: [CH3:1][O:2][C:3]([CH:5]1[CH2:10][CH2:9][CH:8]([CH2:11][OH:12])[CH2:7][N:6]1[S:14]([CH3:17])(=[O:15])=[O:16])=[O:4]. (9) The product is: [CH2:1]([O:8][C:9]1[CH:14]=[CH:13][C:12]([N:15]([CH3:62])[C:16]([C:18]2[CH:19]=[C:20]([C:27]3[CH:28]=[C:29]4[C:33](=[CH:34][C:35]=3[C:36]([N:38]3[C@H:47]([CH2:48][N:49]5[CH2:50][CH2:51][O:52][CH2:53][CH2:54]5)[CH2:46][C:45]5[C:40](=[CH:41][CH:42]=[CH:43][CH:44]=5)[CH2:39]3)=[O:37])[CH2:32][NH:31][CH2:30]4)[N:21]3[C:26]=2[CH2:25][CH2:24][CH2:23][CH2:22]3)=[O:17])=[CH:11][CH:10]=1)[C:2]1[CH:3]=[CH:4][CH:5]=[CH:6][CH:7]=1. Given the reactants [CH2:1]([O:8][C:9]1[CH:14]=[CH:13][C:12]([N:15]([CH3:62])[C:16]([C:18]2[CH:19]=[C:20]([C:27]3[CH:28]=[C:29]4[C:33](=[CH:34][C:35]=3[C:36]([N:38]3[C@H:47]([CH2:48][N:49]5[CH2:54][CH2:53][O:52][CH2:51][CH2:50]5)[CH2:46][C:45]5[C:40](=[CH:41][CH:42]=[CH:43][CH:44]=5)[CH2:39]3)=[O:37])[CH2:32][N:31](C(OC(C)(C)C)=O)[CH2:30]4)[N:21]3[C:26]=2[CH2:25][CH2:24][CH2:23][CH2:22]3)=[O:17])=[CH:11][CH:10]=1)[C:2]1[CH:7]=[CH:6][CH:5]=[CH:4][CH:3]=1.FC(F)(F)C(O)=O.O.[OH-].[Na+], predict the reaction product. (10) The product is: [CH3:10][N:9]1[CH:7]2[CH2:6][CH2:5][CH:4]1[CH2:3][CH:2]([NH:1][C:26]([C:22]1[CH:23]=[CH:24][CH:25]=[C:19]3[O:18][C:17]([C:11]4[CH:16]=[CH:15][CH:14]=[CH:13][CH:12]=4)=[N:21][C:20]=13)=[O:27])[CH2:8]2. Given the reactants [NH2:1][CH:2]1[CH2:8][CH:7]2[N:9]([CH3:10])[CH:4]([CH2:5][CH2:6]2)[CH2:3]1.[C:11]1([C:17]2[O:18][C:19]3[C:20](=[C:22]([C:26](O)=[O:27])[CH:23]=[CH:24][CH:25]=3)[N:21]=2)[CH:16]=[CH:15][CH:14]=[CH:13][CH:12]=1, predict the reaction product.